From a dataset of Acute oral toxicity (LD50) regression data from Zhu et al.. Regression/Classification. Given a drug SMILES string, predict its toxicity properties. Task type varies by dataset: regression for continuous values (e.g., LD50, hERG inhibition percentage) or binary classification for toxic/non-toxic outcomes (e.g., AMES mutagenicity, cardiotoxicity, hepatotoxicity). Dataset: ld50_zhu. (1) The drug is CC(C=CC1=C(C)CCCC1(C)C)=CC=CC(C)=CC(=O)O. The rat oral LD50 is 2.19, given as -log10 of the dose in mol/kg body weight (higher means more acutely toxic). (2) The drug is C[Si](C)(C)CCC(=O)O. The rat oral LD50 is 1.69, given as -log10 of the dose in mol/kg body weight (higher means more acutely toxic). (3) The drug is COc1ccccc1N1CCN(CCCNc2cc(=O)n(C)c(=O)n2C)CC1. The rat oral LD50 is 2.87, given as -log10 of the dose in mol/kg body weight (higher means more acutely toxic). (4) The compound is O=[N+]([O-])c1ccc(C=NNC(=S)N2CCCCC2)o1. The rat oral LD50 is 2.58, given as -log10 of the dose in mol/kg body weight (higher means more acutely toxic). (5) The molecule is CCNc1cccc(C)c1. The rat oral LD50 is 2.37, given as -log10 of the dose in mol/kg body weight (higher means more acutely toxic). (6) The drug is CCCCC(C)C(O)C#CC1CCC(=O)C1CC=CCCCC(=O)OC. The rat oral LD50 is 3.03, given as -log10 of the dose in mol/kg body weight (higher means more acutely toxic). (7) The drug is CCOC(=O)C1=CN(C(=O)c2ccccc2)C2CCCC(C)N2C1=O. The rat oral LD50 is 2.32, given as -log10 of the dose in mol/kg body weight (higher means more acutely toxic).